This data is from Reaction yield outcomes from USPTO patents with 853,638 reactions. The task is: Predict the reaction yield, written as a fraction of the theoretical maximum amount of product (1.0 means a 100% yield; for example, 0.34 means a 34% yield). (1) The reactants are [C:1]1([C:14]2[CH:19]=[CH:18][CH:17]=[CH:16][CH:15]=2)[CH:6]=[CH:5][C:4]([C:7]([NH:9][CH2:10][C:11]([OH:13])=O)=[O:8])=[CH:3][CH:2]=1.CCN(C(C)C)C(C)C.C1C=CC2N(O)N=NC=2C=1.CCN=C=NCCCN(C)C.Cl.Cl.[CH3:52][N:53]([CH:64]1[CH2:69][CH2:68][NH:67][CH2:66][CH2:65]1)[C:54]1[CH:59]=[CH:58][CH:57]=[CH:56][C:55]=1[C:60]([F:63])([F:62])[F:61]. The catalyst is CN(C=O)C.O. The product is [CH3:52][N:53]([C:54]1[CH:59]=[CH:58][CH:57]=[CH:56][C:55]=1[C:60]([F:63])([F:61])[F:62])[CH:64]1[CH2:69][CH2:68][N:67]([C:11](=[O:13])[CH2:10][NH:9][C:7]([C:4]2[CH:3]=[CH:2][C:1]([C:14]3[CH:19]=[CH:18][CH:17]=[CH:16][CH:15]=3)=[CH:6][CH:5]=2)=[O:8])[CH2:66][CH2:65]1. The yield is 0.160. (2) The reactants are C([C@H]1COC(C)(C)N1C(=O)C(C1C=CN(C2C=CC(C3C=CC=CC=3)=CC=2)C=1)O)C1C=CC=CC=1.[CH2:36]([O:38][C:39](=[O:59])[C:40]([C:42]1[O:46][C:45]([C:47]2[CH:52]=[CH:51][C:50]([C:53]3[CH:58]=[CH:57][CH:56]=[CH:55][CH:54]=3)=[CH:49][CH:48]=2)=[CH:44][CH:43]=1)=[O:41])[CH3:37].[BH4-].[Na+]. No catalyst specified. The product is [CH2:36]([O:38][C:39](=[O:59])[CH:40]([C:42]1[O:46][C:45]([C:47]2[CH:52]=[CH:51][C:50]([C:53]3[CH:58]=[CH:57][CH:56]=[CH:55][CH:54]=3)=[CH:49][CH:48]=2)=[CH:44][CH:43]=1)[OH:41])[CH3:37]. The yield is 1.00. (3) The reactants are [C:1]([C:3]1[N:8]=[C:7]([NH:9][C:10]2[N:15]=[C:14]([N:16]([CH:26]3[CH2:28][CH2:27]3)CC3C=CC(OC)=CC=3)[C:13]3=[N:29][CH:30]=[C:31]([C:32]#[N:33])[N:12]3[N:11]=2)[CH:6]=[CH:5][CH:4]=1)#[N:2].C1(OC)C=CC=CC=1.C(O)(C(F)(F)F)=O. The catalyst is ClCCl. The product is [C:1]([C:3]1[N:8]=[C:7]([NH:9][C:10]2[N:15]=[C:14]([NH:16][CH:26]3[CH2:27][CH2:28]3)[C:13]3=[N:29][CH:30]=[C:31]([C:32]#[N:33])[N:12]3[N:11]=2)[CH:6]=[CH:5][CH:4]=1)#[N:2]. The yield is 0.0200.